Dataset: Reaction yield outcomes from USPTO patents with 853,638 reactions. Task: Predict the reaction yield, written as a fraction of the theoretical maximum amount of product (1.0 means a 100% yield; for example, 0.34 means a 34% yield). The reactants are [F:1][C:2]1[CH:3]=[C:4]([C:10](=[O:12])[CH3:11])[CH:5]=[CH:6][C:7]=1[O:8][CH3:9].[C:13](=O)([O:16]C)[O:14][CH3:15].[H-].[Na+]. The catalyst is C1COCC1. The product is [F:1][C:2]1[CH:3]=[C:4]([C:10](=[O:12])[CH2:11][C:13]([O:14][CH3:15])=[O:16])[CH:5]=[CH:6][C:7]=1[O:8][CH3:9]. The yield is 0.890.